Dataset: NCI-60 drug combinations with 297,098 pairs across 59 cell lines. Task: Regression. Given two drug SMILES strings and cell line genomic features, predict the synergy score measuring deviation from expected non-interaction effect. (1) Drug 1: CC12CCC3C(C1CCC2=O)CC(=C)C4=CC(=O)C=CC34C. Drug 2: C1=CC(=C2C(=C1NCCNCCO)C(=O)C3=C(C=CC(=C3C2=O)O)O)NCCNCCO. Cell line: NCI/ADR-RES. Synergy scores: CSS=24.7, Synergy_ZIP=-1.49, Synergy_Bliss=0.347, Synergy_Loewe=0.0772, Synergy_HSA=1.11. (2) Drug 1: CCCS(=O)(=O)NC1=C(C(=C(C=C1)F)C(=O)C2=CNC3=C2C=C(C=N3)C4=CC=C(C=C4)Cl)F. Drug 2: CC1=C(C(=O)C2=C(C1=O)N3CC4C(C3(C2COC(=O)N)OC)N4)N. Cell line: OVCAR-5. Synergy scores: CSS=23.5, Synergy_ZIP=-5.68, Synergy_Bliss=-1.34, Synergy_Loewe=-32.9, Synergy_HSA=-5.86. (3) Drug 1: CC1=C(C(CCC1)(C)C)C=CC(=CC=CC(=CC(=O)O)C)C. Drug 2: C1=NC(=NC(=O)N1C2C(C(C(O2)CO)O)O)N. Cell line: MCF7. Synergy scores: CSS=13.5, Synergy_ZIP=-7.36, Synergy_Bliss=-1.61, Synergy_Loewe=-2.73, Synergy_HSA=-1.50. (4) Drug 1: C1=CC=C(C(=C1)C(C2=CC=C(C=C2)Cl)C(Cl)Cl)Cl. Drug 2: CCC1(C2=C(COC1=O)C(=O)N3CC4=CC5=C(C=CC(=C5CN(C)C)O)N=C4C3=C2)O.Cl. Cell line: HCC-2998. Synergy scores: CSS=29.4, Synergy_ZIP=1.34, Synergy_Bliss=-1.26, Synergy_Loewe=-14.9, Synergy_HSA=-1.45. (5) Drug 1: C1C(C(OC1N2C=NC3=C(N=C(N=C32)Cl)N)CO)O. Drug 2: CC1CCC2CC(C(=CC=CC=CC(CC(C(=O)C(C(C(=CC(C(=O)CC(OC(=O)C3CCCCN3C(=O)C(=O)C1(O2)O)C(C)CC4CCC(C(C4)OC)O)C)C)O)OC)C)C)C)OC. Cell line: SK-MEL-5. Synergy scores: CSS=12.7, Synergy_ZIP=-1.10, Synergy_Bliss=0.315, Synergy_Loewe=-0.614, Synergy_HSA=0.807. (6) Drug 1: C1CCN(CC1)CCOC2=CC=C(C=C2)C(=O)C3=C(SC4=C3C=CC(=C4)O)C5=CC=C(C=C5)O. Drug 2: C1CC(=O)NC(=O)C1N2CC3=C(C2=O)C=CC=C3N. Cell line: NCI/ADR-RES. Synergy scores: CSS=3.48, Synergy_ZIP=-1.50, Synergy_Bliss=-1.62, Synergy_Loewe=0.705, Synergy_HSA=-0.704. (7) Drug 1: C1CCC(CC1)NC(=O)N(CCCl)N=O. Drug 2: C1CC(=O)NC(=O)C1N2C(=O)C3=CC=CC=C3C2=O. Cell line: CCRF-CEM. Synergy scores: CSS=36.9, Synergy_ZIP=6.21, Synergy_Bliss=12.3, Synergy_Loewe=-2.29, Synergy_HSA=12.5. (8) Drug 1: COC1=CC(=CC(=C1O)OC)C2C3C(COC3=O)C(C4=CC5=C(C=C24)OCO5)OC6C(C(C7C(O6)COC(O7)C8=CC=CS8)O)O. Drug 2: CCC1=C2CN3C(=CC4=C(C3=O)COC(=O)C4(CC)O)C2=NC5=C1C=C(C=C5)O. Cell line: OVCAR-8. Synergy scores: CSS=33.9, Synergy_ZIP=-4.85, Synergy_Bliss=-5.74, Synergy_Loewe=-3.32, Synergy_HSA=-0.476.